Dataset: Catalyst prediction with 721,799 reactions and 888 catalyst types from USPTO. Task: Predict which catalyst facilitates the given reaction. (1) Reactant: [CH2:1]([O:3][C:4]1[CH:5]=[C:6]([CH:13]=[C:14]([S:16]([F:21])([F:20])([F:19])([F:18])[F:17])[CH:15]=1)[C:7](N(OC)C)=[O:8])[CH3:2].[CH3:22][Mg]Br. Product: [CH2:1]([O:3][C:4]1[CH:5]=[C:6]([C:7](=[O:8])[CH3:22])[CH:13]=[C:14]([S:16]([F:21])([F:17])([F:18])([F:19])[F:20])[CH:15]=1)[CH3:2]. The catalyst class is: 1. (2) Reactant: [CH3:1][O:2][C:3]1[CH:4]=[C:5]([CH2:11][CH2:12][C:13]2[CH:14]=[C:15]([NH:18][C:19](=[O:27])[C:20]3[CH:25]=[CH:24][C:23](F)=[CH:22][CH:21]=3)[NH:16][N:17]=2)[CH:6]=[C:7]([O:9][CH3:10])[CH:8]=1.[CH3:28][C:29]1([CH3:35])[CH2:34][NH:33][CH2:32][CH2:31][NH:30]1.C(=O)([O-])[O-].[K+].[K+]. Product: [CH3:1][O:2][C:3]1[CH:4]=[C:5]([CH2:11][CH2:12][C:13]2[CH:14]=[C:15]([NH:18][C:19](=[O:27])[C:20]3[CH:25]=[CH:24][C:23]([N:33]4[CH2:32][CH2:31][NH:30][C:29]([CH3:35])([CH3:28])[CH2:34]4)=[CH:22][CH:21]=3)[NH:16][N:17]=2)[CH:6]=[C:7]([O:9][CH3:10])[CH:8]=1. The catalyst class is: 16. (3) Reactant: [OH-].[Na+].[NH:3]1[C:11]2[C:6](=[CH:7][CH:8]=[CH:9][CH:10]=2)[CH:5]=[CH:4]1.[Br:12][CH2:13][CH2:14][CH2:15][CH2:16]Br. Product: [Br:12][CH2:13][CH2:14][CH2:15][CH2:16][N:3]1[C:11]2[C:6](=[CH:7][CH:8]=[CH:9][CH:10]=2)[CH:5]=[CH:4]1. The catalyst class is: 9. (4) Reactant: [CH3:1][CH:2]([CH2:8][CH2:9][CH2:10][CH:11]([CH3:23])[CH2:12][CH2:13][CH2:14][CH:15]([CH3:22])[CH2:16][CH2:17][CH2:18][CH:19]([CH3:21])[CH3:20])[CH2:3][CH2:4][CH2:5][CH2:6][OH:7].N1C=CC=CC=1.[C:30]1([CH3:40])[CH:35]=[CH:34][C:33]([S:36](Cl)(=[O:38])=[O:37])=[CH:32][CH:31]=1. Product: [CH3:1][CH:2]([CH2:8][CH2:9][CH2:10][CH:11]([CH3:23])[CH2:12][CH2:13][CH2:14][CH:15]([CH3:22])[CH2:16][CH2:17][CH2:18][CH:19]([CH3:21])[CH3:20])[CH2:3][CH2:4][CH2:5][CH2:6][O:7][S:36]([C:33]1[CH:34]=[CH:35][C:30]([CH3:40])=[CH:31][CH:32]=1)(=[O:38])=[O:37]. The catalyst class is: 2. (5) Reactant: [NH2:1][C:2]1[CH:7]=[C:6]([C:8]2[C:16]3[C:11](=[CH:12][C:13]([F:17])=[CH:14][CH:15]=3)[N:10]([S:18]([C:21]3[CH:26]=[CH:25][CH:24]=[CH:23][CH:22]=3)(=[O:20])=[O:19])[CH:9]=2)[CH:5]=[CH:4][C:3]=1[OH:27].[Cl:28][CH2:29][C:30](Cl)=O. The catalyst class is: 585. Product: [Cl:28][CH2:29][C:30]1[O:27][C:3]2[CH:4]=[CH:5][C:6]([C:8]3[C:16]4[C:11](=[CH:12][C:13]([F:17])=[CH:14][CH:15]=4)[N:10]([S:18]([C:21]4[CH:26]=[CH:25][CH:24]=[CH:23][CH:22]=4)(=[O:20])=[O:19])[CH:9]=3)=[CH:7][C:2]=2[N:1]=1. (6) Reactant: [CH3:1][C:2]1[N:7]=[C:6]([NH:8][C:9]2[S:10][CH:11]=[C:12]([C:14]3[CH:19]=[CH:18][C:17](B4OC(C)(C)C(C)(C)O4)=[CH:16][CH:15]=3)[N:13]=2)[CH:5]=[CH:4][CH:3]=1.[CH3:29][N:30]([CH3:38])[C:31]1[CH:36]=[CH:35][C:34](Br)=[CH:33][N:32]=1.C([O-])([O-])=O.[K+].[K+]. Product: [CH3:29][N:30]([CH3:38])[C:31]1[CH:36]=[CH:35][C:34]([C:17]2[CH:16]=[CH:15][C:14]([C:12]3[N:13]=[C:9]([NH:8][C:6]4[CH:5]=[CH:4][CH:3]=[C:2]([CH3:1])[N:7]=4)[S:10][CH:11]=3)=[CH:19][CH:18]=2)=[CH:33][N:32]=1. The catalyst class is: 117.